This data is from Catalyst prediction with 721,799 reactions and 888 catalyst types from USPTO. The task is: Predict which catalyst facilitates the given reaction. Reactant: [F-].C([N+](CCCC)(CCCC)CCCC)CCC.O1CCCC1.C[Si](C)(C)CCOC(=O)[NH:30][C:31]1[CH:36]=[CH:35][CH:34]=[CH:33][C:32]=1[O:37][CH2:38][C:39]1[CH:44]=[CH:43][CH:42]=[CH:41][CH:40]=1. Product: [CH2:38]([O:37][C:32]1[CH:33]=[CH:34][CH:35]=[CH:36][C:31]=1[NH2:30])[C:39]1[CH:40]=[CH:41][CH:42]=[CH:43][CH:44]=1. The catalyst class is: 27.